Dataset: Full USPTO retrosynthesis dataset with 1.9M reactions from patents (1976-2016). Task: Predict the reactants needed to synthesize the given product. (1) The reactants are: [O:1]=[S:2]1(=[O:30])[CH2:6][CH:5]([C:7]2[CH:12]=[CH:11][CH:10]=[CH:9][CH:8]=2)[CH2:4][N:3]1[C:13]1[C:24]([S:25]([CH3:28])(=[O:27])=[O:26])=[CH:23][C:16]([C:17]([NH:19][C:20]([NH2:22])=[NH:21])=[O:18])=[C:15]([CH3:29])[CH:14]=1.[ClH:31]. Given the product [ClH:31].[O:30]=[S:2]1(=[O:1])[CH2:6][CH:5]([C:7]2[CH:8]=[CH:9][CH:10]=[CH:11][CH:12]=2)[CH2:4][N:3]1[C:13]1[C:24]([S:25]([CH3:28])(=[O:26])=[O:27])=[CH:23][C:16]([C:17]([NH:19][C:20]([NH2:22])=[NH:21])=[O:18])=[C:15]([CH3:29])[CH:14]=1, predict the reactants needed to synthesize it. (2) Given the product [F:1][C:2]([F:7])([F:6])[C:3]([OH:5])=[O:4].[F:8][C:9]([F:14])([F:13])[C:10]([OH:12])=[O:11].[Cl:22][C:23]1[CH:24]=[N:25][C:26]2[NH:27][C:28]3[CH:29]=[N:30][CH:31]=[C:32]([CH:53]=3)[CH2:33][CH2:34][C:35]3[CH:43]=[C:39]([NH:40][C:41]=1[N:42]=2)[CH:38]=[CH:37][C:36]=3[O:44][CH2:45][CH2:46][CH:47]1[CH2:48][CH2:49][N:50]([C:62]([NH:61][C:57]2[CH:58]=[CH:59][CH:60]=[C:55]([F:54])[CH:56]=2)=[O:63])[CH2:51][CH2:52]1, predict the reactants needed to synthesize it. The reactants are: [F:1][C:2]([F:7])([F:6])[C:3]([OH:5])=[O:4].[F:8][C:9]([F:14])([F:13])[C:10]([OH:12])=[O:11].FC(F)(F)C(O)=O.[Cl:22][C:23]1[CH:24]=[N:25][C:26]2[NH:27][C:28]3[CH:29]=[N:30][CH:31]=[C:32]([CH:53]=3)[CH2:33][CH2:34][C:35]3[CH:43]=[C:39]([NH:40][C:41]=1[N:42]=2)[CH:38]=[CH:37][C:36]=3[O:44][CH2:45][CH2:46][CH:47]1[CH2:52][CH2:51][NH:50][CH2:49][CH2:48]1.[F:54][C:55]1[CH:60]=[CH:59][CH:58]=[C:57]([N:61]=[C:62]=[O:63])[CH:56]=1. (3) Given the product [C:35]([O:34][CH2:33][C:6]([NH:38][C:39](=[O:41])[CH3:40])([CH2:5][O:4][C:1](=[O:3])[CH3:2])[CH2:7][CH2:8][C:9]1[CH:14]=[CH:13][C:12]([C:15]2[C:24]3[C:19](=[C:20]([S:48][C:42]4[CH:47]=[CH:46][CH:45]=[CH:44][CH:43]=4)[CH:21]=[CH:22][CH:23]=3)[CH:18]=[CH:17][CH:16]=2)=[CH:11][CH:10]=1)(=[O:37])[CH3:36], predict the reactants needed to synthesize it. The reactants are: [C:1]([O:4][CH2:5][C:6]([NH:38][C:39](=[O:41])[CH3:40])([CH2:33][O:34][C:35](=[O:37])[CH3:36])[CH2:7][CH2:8][C:9]1[CH:14]=[CH:13][C:12]([C:15]2[C:24]3[C:19](=[C:20](OS(C(F)(F)F)(=O)=O)[CH:21]=[CH:22][CH:23]=3)[CH:18]=[CH:17][CH:16]=2)=[CH:11][CH:10]=1)(=[O:3])[CH3:2].[C:42]1([SH:48])[CH:47]=[CH:46][CH:45]=[CH:44][CH:43]=1.C1(P(C2C=CC=CC=2)C2C3OC4C(=CC=CC=4P(C4C=CC=CC=4)C4C=CC=CC=4)C(C)(C)C=3C=CC=2)C=CC=CC=1.C(N(C(C)C)CC)(C)C. (4) The reactants are: [CH3:1][C:2]1[NH:3][C:4]2[C:9]([C:10]=1[CH2:11][CH2:12][NH:13][C:14](=O)OC(C)(C)C)=[CH:8][C:7]([S:21]([C:24]1[CH:29]=[CH:28][CH:27]=[CH:26][CH:25]=1)(=[O:23])=[O:22])=[CH:6][CH:5]=2.[H-].[H-].[H-].[H-].[Li+].[Al+3]. Given the product [CH3:14][NH:13][CH2:12][CH2:11][C:10]1[C:9]2[C:4](=[CH:5][CH:6]=[C:7]([S:21]([C:24]3[CH:29]=[CH:28][CH:27]=[CH:26][CH:25]=3)(=[O:22])=[O:23])[CH:8]=2)[NH:3][C:2]=1[CH3:1], predict the reactants needed to synthesize it.